From a dataset of Peptide-MHC class II binding affinity with 134,281 pairs from IEDB. Regression. Given a peptide amino acid sequence and an MHC pseudo amino acid sequence, predict their binding affinity value. This is MHC class II binding data. (1) The binding affinity (normalized) is 0.644. The peptide sequence is AEMKTDAATLAQEAG. The MHC is DRB1_0301 with pseudo-sequence DRB1_0301. (2) The peptide sequence is QKLIEDVNASFRAAM. The MHC is DRB1_0802 with pseudo-sequence DRB1_0802. The binding affinity (normalized) is 0.652.